From a dataset of NCI-60 drug combinations with 297,098 pairs across 59 cell lines. Regression. Given two drug SMILES strings and cell line genomic features, predict the synergy score measuring deviation from expected non-interaction effect. (1) Drug 1: COC1=C(C=C2C(=C1)N=CN=C2NC3=CC(=C(C=C3)F)Cl)OCCCN4CCOCC4. Drug 2: C1=C(C(=O)NC(=O)N1)N(CCCl)CCCl. Cell line: M14. Synergy scores: CSS=35.6, Synergy_ZIP=-10.7, Synergy_Bliss=-2.18, Synergy_Loewe=-3.12, Synergy_HSA=-1.92. (2) Drug 1: CS(=O)(=O)CCNCC1=CC=C(O1)C2=CC3=C(C=C2)N=CN=C3NC4=CC(=C(C=C4)OCC5=CC(=CC=C5)F)Cl. Drug 2: CCCCC(=O)OCC(=O)C1(CC(C2=C(C1)C(=C3C(=C2O)C(=O)C4=C(C3=O)C=CC=C4OC)O)OC5CC(C(C(O5)C)O)NC(=O)C(F)(F)F)O. Cell line: NCI-H322M. Synergy scores: CSS=22.4, Synergy_ZIP=-5.93, Synergy_Bliss=3.54, Synergy_Loewe=1.71, Synergy_HSA=4.08. (3) Drug 1: CC1=CC2C(CCC3(C2CCC3(C(=O)C)OC(=O)C)C)C4(C1=CC(=O)CC4)C. Drug 2: C1=CC(=CC=C1CCCC(=O)O)N(CCCl)CCCl. Cell line: SR. Synergy scores: CSS=24.6, Synergy_ZIP=-2.32, Synergy_Bliss=-7.83, Synergy_Loewe=-24.7, Synergy_HSA=-7.90. (4) Drug 1: C1CCC(CC1)NC(=O)N(CCCl)N=O. Synergy scores: CSS=6.89, Synergy_ZIP=-1.86, Synergy_Bliss=0.456, Synergy_Loewe=-2.91, Synergy_HSA=-0.553. Drug 2: C1=CC=C(C(=C1)C(C2=CC=C(C=C2)Cl)C(Cl)Cl)Cl. Cell line: DU-145. (5) Cell line: RXF 393. Drug 1: CCC1(CC2CC(C3=C(CCN(C2)C1)C4=CC=CC=C4N3)(C5=C(C=C6C(=C5)C78CCN9C7C(C=CC9)(C(C(C8N6C)(C(=O)OC)O)OC(=O)C)CC)OC)C(=O)OC)O.OS(=O)(=O)O. Drug 2: C1=CN(C=N1)CC(O)(P(=O)(O)O)P(=O)(O)O. Synergy scores: CSS=-2.05, Synergy_ZIP=1.94, Synergy_Bliss=1.51, Synergy_Loewe=-2.68, Synergy_HSA=-2.32. (6) Drug 1: C1CCC(C1)C(CC#N)N2C=C(C=N2)C3=C4C=CNC4=NC=N3. Drug 2: CS(=O)(=O)CCNCC1=CC=C(O1)C2=CC3=C(C=C2)N=CN=C3NC4=CC(=C(C=C4)OCC5=CC(=CC=C5)F)Cl. Cell line: HCC-2998. Synergy scores: CSS=-7.73, Synergy_ZIP=3.94, Synergy_Bliss=-1.57, Synergy_Loewe=-6.92, Synergy_HSA=-7.09. (7) Drug 1: CC(CN1CC(=O)NC(=O)C1)N2CC(=O)NC(=O)C2. Drug 2: C(CC(=O)O)C(=O)CN.Cl. Cell line: NCI/ADR-RES. Synergy scores: CSS=7.02, Synergy_ZIP=0.572, Synergy_Bliss=2.59, Synergy_Loewe=1.59, Synergy_HSA=1.38. (8) Drug 1: CC1OCC2C(O1)C(C(C(O2)OC3C4COC(=O)C4C(C5=CC6=C(C=C35)OCO6)C7=CC(=C(C(=C7)OC)O)OC)O)O. Drug 2: C#CCC(CC1=CN=C2C(=N1)C(=NC(=N2)N)N)C3=CC=C(C=C3)C(=O)NC(CCC(=O)O)C(=O)O. Cell line: MDA-MB-435. Synergy scores: CSS=7.53, Synergy_ZIP=-4.35, Synergy_Bliss=-2.53, Synergy_Loewe=-6.76, Synergy_HSA=-4.39.